Predict the reactants needed to synthesize the given product. From a dataset of Full USPTO retrosynthesis dataset with 1.9M reactions from patents (1976-2016). (1) Given the product [CH2:1]([C:4]1[CH:5]=[C:6]2[C:10](=[CH:11][CH:12]=1)[NH:9][C:8](=[O:13])[CH2:7]2)[CH3:2], predict the reactants needed to synthesize it. The reactants are: [C:1]([C:4]1[CH:5]=[C:6]2[C:10](=[CH:11][CH:12]=1)[NH:9][C:8](=[O:13])[CH2:7]2)(=O)[CH3:2].FC(F)(F)C(O)=O.C([SiH](CC)CC)C. (2) Given the product [OH:1][C:2]1[CH:3]=[C:4]2[C:9](=[CH:10][CH:11]=1)[N:8]=[C:7]([CH2:12][CH:13]([CH3:15])[CH3:14])[C:6]([CH2:16][NH:17][C:28](=[O:29])[O:30][C:31]([CH3:34])([CH3:33])[CH3:32])=[C:5]2[C:18]1[CH:23]=[CH:22][C:21]([CH3:24])=[CH:20][CH:19]=1, predict the reactants needed to synthesize it. The reactants are: [OH:1][C:2]1[CH:3]=[C:4]2[C:9](=[CH:10][CH:11]=1)[N:8]=[C:7]([CH2:12][CH:13]([CH3:15])[CH3:14])[C:6]([C:16]#[N:17])=[C:5]2[C:18]1[CH:23]=[CH:22][C:21]([CH3:24])=[CH:20][CH:19]=1.N.CO.[C:28](O[C:28]([O:30][C:31]([CH3:34])([CH3:33])[CH3:32])=[O:29])([O:30][C:31]([CH3:34])([CH3:33])[CH3:32])=[O:29]. (3) Given the product [C:18]([O:17][C:16]([NH:15][C@@H:7]([CH2:8][C:9]1[CH:14]=[CH:13][CH:12]=[CH:11][CH:10]=1)[C@@H:5]([O:6][Si:43]([C:46]([CH3:49])([CH3:48])[CH3:47])([CH3:45])[CH3:44])[CH2:4][CH:3]([CH2:23][C:24]1[CH:29]=[CH:28][C:27]([C:30]2[CH:35]=[CH:34][CH:33]=[CH:32][N:31]=2)=[CH:26][CH:25]=1)[C:2]([OH:36])=[O:1])=[O:22])([CH3:20])([CH3:21])[CH3:19], predict the reactants needed to synthesize it. The reactants are: [O:1]=[C:2]1[O:6][C@H:5]([C@@H:7]([NH:15][C:16](=[O:22])[O:17][C:18]([CH3:21])([CH3:20])[CH3:19])[CH2:8][C:9]2[CH:14]=[CH:13][CH:12]=[CH:11][CH:10]=2)[CH2:4][CH:3]1[CH2:23][C:24]1[CH:29]=[CH:28][C:27]([C:30]2[CH:35]=[CH:34][CH:33]=[CH:32][N:31]=2)=[CH:26][CH:25]=1.[OH-:36].[Na+].N1C=CN=C1.[Si:43](Cl)([C:46]([CH3:49])([CH3:48])[CH3:47])([CH3:45])[CH3:44].